This data is from Full USPTO retrosynthesis dataset with 1.9M reactions from patents (1976-2016). The task is: Predict the reactants needed to synthesize the given product. (1) Given the product [Cl:1][C:2]1[CH:7]=[CH:6][C:5]([S:8]([NH:26][C:25]2[C:20]([C:18]([OH:19])=[O:17])=[N:21][CH:22]=[CH:23][CH:24]=2)(=[O:10])=[O:9])=[CH:4][C:3]=1[C:12]([F:15])([F:14])[F:13], predict the reactants needed to synthesize it. The reactants are: [Cl:1][C:2]1[CH:7]=[CH:6][C:5]([S:8](Cl)(=[O:10])=[O:9])=[CH:4][C:3]=1[C:12]([F:15])([F:14])[F:13].C[O:17][C:18]([C:20]1[C:25]([NH2:26])=[CH:24][CH:23]=[CH:22][N:21]=1)=[O:19].C1COCC1.[Li+].[OH-]. (2) Given the product [CH3:15][C:16]([S:19][C:20]1[CH:27]=[CH:26][CH:25]=[CH:24][C:21]=1[CH2:22][NH2:5])([CH3:18])[CH3:17], predict the reactants needed to synthesize it. The reactants are: CC1N(C2C=CC=CC=2)[N:5]=CC=1CN.[CH3:15][C:16]([S:19][C:20]1[CH:27]=[CH:26][CH:25]=[CH:24][C:21]=1[CH:22]=O)([CH3:18])[CH3:17]. (3) The reactants are: [OH:1][C:2]1[CH:11]=[CH:10][CH:9]=[C:8]2[C:3]=1[CH:4]=[CH:5][N:6]=[CH:7]2.[Br:12][C:13]1[CH:14]=[N:15][CH:16]=[C:17](Br)[CH:18]=1.C(=O)([O-])[O-].[K+].[K+]. Given the product [Br:12][C:13]1[CH:18]=[C:17]([O:1][C:2]2[CH:11]=[CH:10][CH:9]=[C:8]3[C:3]=2[CH:4]=[CH:5][N:6]=[CH:7]3)[CH:16]=[N:15][CH:14]=1, predict the reactants needed to synthesize it. (4) Given the product [CH3:1][O:2][C:3]([C:5]1[CH:14]=[CH:13][C:12]2[C:7](=[CH:8][CH:9]=[C:10]([OH:15])[CH:11]=2)[CH:6]=1)=[O:4], predict the reactants needed to synthesize it. The reactants are: [CH3:1][O:2][C:3]([C:5]1[CH:14]=[CH:13][C:12]2[C:7](=[CH:8][CH:9]=[C:10]([O:15]C)[CH:11]=2)[CH:6]=1)=[O:4].[Cl-].[Cl-].[Cl-].[Al+3].C(S)C.O. (5) Given the product [C:10]([C:14]1[CH:19]=[CH:18][C:17]([S:20]([NH:9][C:6]2[CH:7]=[N:8][C:3]([O:2][CH3:1])=[CH:4][CH:5]=2)(=[O:22])=[O:21])=[CH:16][CH:15]=1)([CH3:13])([CH3:11])[CH3:12], predict the reactants needed to synthesize it. The reactants are: [CH3:1][O:2][C:3]1[N:8]=[CH:7][C:6]([NH2:9])=[CH:5][CH:4]=1.[C:10]([C:14]1[CH:19]=[CH:18][C:17]([S:20](Cl)(=[O:22])=[O:21])=[CH:16][CH:15]=1)([CH3:13])([CH3:12])[CH3:11].